Predict the reaction yield, written as a fraction of the theoretical maximum amount of product (1.0 means a 100% yield; for example, 0.34 means a 34% yield). From a dataset of Reaction yield outcomes from USPTO patents with 853,638 reactions. (1) The product is [N+:1]([C:4]1[CH:5]=[CH:6][C:7]([C:10]2[CH2:15][CH2:14][NH:13][CH2:12][CH:11]=2)=[CH:8][N:9]=1)([O-:3])=[O:2]. The catalyst is Cl.O1CCOCC1. The reactants are [N+:1]([C:4]1[N:9]=[CH:8][C:7]([C:10]2[CH2:15][CH2:14][N:13](C(OC(C)(C)C)=O)[CH2:12][CH:11]=2)=[CH:6][CH:5]=1)([O-:3])=[O:2]. The yield is 0.740. (2) The reactants are [C:1]1([C:7]([CH:9]=O)=O)[CH:6]=[CH:5][CH:4]=[CH:3][CH:2]=1.[NH2:11][C@H:12]([C:14]([NH2:16])=[O:15])[CH3:13].[OH-].[Na+]. The catalyst is CO. The product is [CH3:13][C:12]1[C:14](=[O:15])[NH:16][CH:9]=[C:7]([C:1]2[CH:2]=[CH:3][CH:4]=[CH:5][CH:6]=2)[N:11]=1. The yield is 0.180.